Dataset: Catalyst prediction with 721,799 reactions and 888 catalyst types from USPTO. Task: Predict which catalyst facilitates the given reaction. Reactant: [C:1](Cl)(=[O:10])[CH:2]=[CH:3][C:4]1[CH:9]=[CH:8][CH:7]=[CH:6][CH:5]=1.[F:12][C:13]1[CH:14]=[C:15]([CH:17]=[CH:18][CH:19]=1)[NH2:16].C([O-])(O)=O.[Na+]. Product: [F:12][C:13]1[CH:14]=[C:15]([NH:16][C:1](=[O:10])/[CH:2]=[CH:3]/[C:4]2[CH:9]=[CH:8][CH:7]=[CH:6][CH:5]=2)[CH:17]=[CH:18][CH:19]=1. The catalyst class is: 13.